Dataset: Reaction yield outcomes from USPTO patents with 853,638 reactions. Task: Predict the reaction yield, written as a fraction of the theoretical maximum amount of product (1.0 means a 100% yield; for example, 0.34 means a 34% yield). (1) The reactants are [C:1]([N:5]1[C:9]2=[N:10][C:11](F)=[CH:12][CH:13]=[C:8]2[C:7]([C:15]([OH:17])=O)=[N:6]1)([CH3:4])([CH3:3])[CH3:2].[CH2:18](N(CC)CC)[CH3:19].CCN=C=N[CH2:30][CH2:31][CH2:32][N:33](C)C.Cl.C1C=[N:41]C2N(O)N=NC=2C=1.C(CCC)C. The catalyst is C(Cl)Cl.N.CO. The product is [CH2:18]([CH:32]([NH:33][C:15]([C:7]1[C:8]2[C:9](=[N:10][C:11]([NH2:41])=[CH:12][CH:13]=2)[N:5]([C:1]([CH3:2])([CH3:3])[CH3:4])[N:6]=1)=[O:17])[CH2:31][CH3:30])[CH3:19]. The yield is 0.300. (2) The reactants are [CH3:1][O:2][C:3](=[O:17])[CH2:4][C:5]1[CH:10]=[CH:9][CH:8]=[C:7]([O:11][CH2:12][CH2:13][C@@H:14]([OH:16])[CH3:15])[CH:6]=1.C(N(CC)CC)C.[C:25]1([CH3:35])[CH:30]=[CH:29][C:28]([S:31](Cl)(=[O:33])=[O:32])=[CH:27][CH:26]=1.O. The catalyst is ClCCl.CCCCCC. The product is [CH3:1][O:2][C:3](=[O:17])[CH2:4][C:5]1[CH:10]=[CH:9][CH:8]=[C:7]([O:11][CH2:12][CH2:13][C@@H:14]([O:16][S:31]([C:28]2[CH:29]=[CH:30][C:25]([CH3:35])=[CH:26][CH:27]=2)(=[O:33])=[O:32])[CH3:15])[CH:6]=1. The yield is 0.630. (3) The reactants are Cl[C:2]1[C:3]2[CH2:15][CH2:14][CH2:13][C:4]=2[N:5]=[C:6]([CH:8]2[CH2:12][CH2:11][CH2:10][CH2:9]2)[N:7]=1.[NH2:16][C:17]1[CH:25]=[CH:24][C:20]([CH2:21][CH2:22][OH:23])=[CH:19][CH:18]=1. The catalyst is CN1C(=O)CCC1.O. The product is [CH:8]1([C:6]2[N:7]=[C:2]([NH:16][C:17]3[CH:25]=[CH:24][C:20]([CH2:21][CH2:22][OH:23])=[CH:19][CH:18]=3)[C:3]3[CH2:15][CH2:14][CH2:13][C:4]=3[N:5]=2)[CH2:12][CH2:11][CH2:10][CH2:9]1. The yield is 0.510. (4) The reactants are [CH3:1][O:2][C:3]1[N:8]=[C:7]([O:9][CH:10]2[CH2:27][CH:26]3[CH:12]([C:13](=[O:33])[N:14]([CH3:32])[CH2:15][CH2:16][CH2:17][CH2:18][CH:19]=[CH:20][CH:21]4[C:23]([C:29](O)=[O:30])([NH:24][C:25]3=[O:28])[CH2:22]4)[CH2:11]2)[CH:6]=[C:5]([C:34]2[CH:39]=[CH:38][CH:37]=[C:36]([O:40][CH3:41])[CH:35]=2)[N:4]=1.[CH:42]1([S:45]([NH2:48])(=[O:47])=[O:46])[CH2:44][CH2:43]1. No catalyst specified. The product is [CH3:1][O:2][C:3]1[N:8]=[C:7]([O:9][CH:10]2[CH2:27][CH:26]3[CH:12]([C:13](=[O:33])[N:14]([CH3:32])[CH2:15][CH2:16][CH2:17][CH2:18][CH:19]=[CH:20][CH:21]4[C:23]([C:29]([NH:48][S:45]([CH:42]5[CH2:44][CH2:43]5)(=[O:47])=[O:46])=[O:30])([NH:24][C:25]3=[O:28])[CH2:22]4)[CH2:11]2)[CH:6]=[C:5]([C:34]2[CH:39]=[CH:38][CH:37]=[C:36]([O:40][CH3:41])[CH:35]=2)[N:4]=1. The yield is 0.620. (5) The reactants are [CH:1]([O:4][C:5]1[CH:14]=[C:13]([C:15]([F:18])([F:17])[F:16])[C:12]2[C:7](=[CH:8][CH:9]=[C:10]3[NH:22][C@H:21]([CH:23]([CH3:25])[CH3:24])[CH2:20][O:19][C:11]3=2)[N:6]=1)([CH3:3])[CH3:2].[BH4-].[Na+].[Cl:28][CH2:29][C:30](O)=O. No catalyst specified. The product is [Cl:28][CH2:29][CH2:30][N:22]1[C:10]2[C:11](=[C:12]3[C:7](=[CH:8][CH:9]=2)[N:6]=[C:5]([O:4][CH:1]([CH3:3])[CH3:2])[CH:14]=[C:13]3[C:15]([F:18])([F:17])[F:16])[O:19][CH2:20][C@H:21]1[CH:23]([CH3:25])[CH3:24]. The yield is 0.580. (6) The reactants are [N:1]1[C:10]2[C:5](=[CH:6][C:7]([B:11]3[O:19]C(C)(C)C(C)(C)[O:12]3)=[CH:8][CH:9]=2)[N:4]=[CH:3][CH:2]=1.O.Cl.CCOC(C)=O. The catalyst is C1COCC1. The product is [N:1]1[C:10]2[C:5](=[CH:6][C:7]([B:11]([OH:19])[OH:12])=[CH:8][CH:9]=2)[N:4]=[CH:3][CH:2]=1. The yield is 0.700. (7) The reactants are [CH3:1][C:2]1[CH:11]=[CH:10][CH:9]=[CH:8][C:3]=1[C:4](=[S:7])[NH:5][NH2:6].[Cl:12][C:13]1[CH:30]=[CH:29][CH:28]=[CH:27][C:14]=1[CH2:15][N:16]1[C:24]2[C:19](=[CH:20][CH:21]=[CH:22][CH:23]=2)[C:18](=O)[C:17]1=[O:26]. The catalyst is C(O)C.CC(O)=O. The product is [Cl:12][C:13]1[CH:30]=[CH:29][CH:28]=[CH:27][C:14]=1[CH2:15][N:16]1[C:24]2[C:19](=[CH:20][CH:21]=[CH:22][CH:23]=2)[C:18]2([NH:6][N:5]=[C:4]([C:3]3[CH:8]=[CH:9][CH:10]=[CH:11][C:2]=3[CH3:1])[S:7]2)[C:17]1=[O:26]. The yield is 0.210. (8) The reactants are Cl.[F:2][C:3]1([F:8])[CH2:7][CH2:6][NH:5][CH2:4]1.[OH-].[Na+].CS(O[CH2:16][CH2:17][CH2:18][N:19]1[CH2:23][CH2:22][N:21]([CH2:24][CH2:25][CH2:26][N:27]2[CH2:31][CH2:30][CH2:29][CH:28]2[CH3:32])[C:20]1=[C:33]([C:36]#[N:37])[C:34]#[N:35])(=O)=O.C(=O)([O-])[O-].[K+].[K+]. The catalyst is O1CCOCC1.O. The product is [F:2][C:3]1([F:8])[CH2:7][CH2:6][N:5]([CH2:16][CH2:17][CH2:18][N:19]2[CH2:23][CH2:22][N:21]([CH2:24][CH2:25][CH2:26][N:27]3[CH2:31][CH2:30][CH2:29][CH:28]3[CH3:32])[C:20]2=[C:33]([C:36]#[N:37])[C:34]#[N:35])[CH2:4]1. The yield is 0.850.